From a dataset of Full USPTO retrosynthesis dataset with 1.9M reactions from patents (1976-2016). Predict the reactants needed to synthesize the given product. (1) Given the product [CH3:9][NH:8][C:6](=[O:7])[C:5]1[C:10]([C:12]2[CH:17]=[CH:16][CH:15]=[CH:14][C:13]=2[CH3:18])=[CH:11][C:2]([N:19]2[CH2:24][CH2:23][O:22][CH2:21][CH2:20]2)=[N:3][CH:4]=1, predict the reactants needed to synthesize it. The reactants are: Cl[C:2]1[CH:11]=[C:10]([C:12]2[CH:17]=[CH:16][CH:15]=[CH:14][C:13]=2[CH3:18])[C:5]([C:6]([NH:8][CH3:9])=[O:7])=[CH:4][N:3]=1.[NH:19]1[CH2:24][CH2:23][O:22][CH2:21][CH2:20]1.C(N(C(C)C)C(C)C)C. (2) The reactants are: C([Li])CCC.CCCCCC.[C:12]([O:15][C:16]([CH3:19])([CH3:18])[CH3:17])(=[O:14])[CH3:13].[CH2:20]([O:27][C:28]([N:30]1[CH2:35][CH2:34][CH:33]([C:36](Cl)=[O:37])[CH2:32][CH2:31]1)=[O:29])[C:21]1[CH:26]=[CH:25][CH:24]=[CH:23][CH:22]=1.[Cl-].[NH4+]. Given the product [CH2:20]([O:27][C:28]([N:30]1[CH2:35][CH2:34][CH:33]([C:36](=[O:37])[CH2:13][C:12]([O:15][C:16]([CH3:19])([CH3:18])[CH3:17])=[O:14])[CH2:32][CH2:31]1)=[O:29])[C:21]1[CH:26]=[CH:25][CH:24]=[CH:23][CH:22]=1, predict the reactants needed to synthesize it. (3) Given the product [CH:26]1([C:24]2[N:1]([CH:4]3[CH2:23][N:8]4[C:9]5[C:14]([C:15]([CH2:16][C:17]([OH:19])=[O:18])=[C:7]4[CH2:6][CH2:5]3)=[CH:13][CH:12]=[CH:11][CH:10]=5)[N:2]=[N:3][CH:25]=2)[CH2:31][CH2:30][CH2:29][CH2:28][CH2:27]1, predict the reactants needed to synthesize it. The reactants are: [N:1]([CH:4]1[CH2:23][N:8]2[C:9]3[C:14]([C:15]([CH2:16][C:17]([O:19]CCC)=[O:18])=[C:7]2[CH2:6][CH2:5]1)=[CH:13][CH:12]=[CH:11][CH:10]=3)=[N+:2]=[N-:3].[C:24]([CH:26]1[CH2:31][CH2:30][CH2:29][CH2:28][CH2:27]1)#[CH:25]. (4) Given the product [CH3:1][C:2]([Si:5]([CH3:27])([CH3:26])[O:6][C@@H:7]1[CH2:20][C@@H:19]2[C@H:10]([C@H:11]3[C@H:16]([CH2:17][CH2:18]2)[CH2:15][C@:14]2([CH3:25])[C:21](=[N:29][OH:30])[CH2:22][CH2:23][C@H:13]2[CH2:12]3)[CH2:9][CH2:8]1)([CH3:4])[CH3:3], predict the reactants needed to synthesize it. The reactants are: [CH3:1][C:2]([Si:5]([CH3:27])([CH3:26])[O:6][C@@H:7]1[CH2:20][C@@H:19]2[C@H:10]([C@H:11]3[C@H:16]([CH2:17][CH2:18]2)[CH2:15][C@:14]2([CH3:25])[C:21](=O)[CH2:22][CH2:23][C@H:13]2[CH2:12]3)[CH2:9][CH2:8]1)([CH3:4])[CH3:3].Cl.[NH2:29][OH:30].O. (5) The reactants are: [NH2:1][CH2:2][CH2:3][CH2:4][N:5]1[C:17]2[C:16]3[CH:15]=[CH:14][CH:13]=[CH:12][C:11]=3[N:10]=[C:9]([NH2:18])[C:8]=2[N:7]=[C:6]1[CH3:19].[CH3:20][S:21](O[S:21]([CH3:20])(=[O:23])=[O:22])(=[O:23])=[O:22]. Given the product [NH2:18][C:9]1[C:8]2[N:7]=[C:6]([CH3:19])[N:5]([CH2:4][CH2:3][CH2:2][NH:1][S:21]([CH3:20])(=[O:23])=[O:22])[C:17]=2[C:16]2[CH:15]=[CH:14][CH:13]=[CH:12][C:11]=2[N:10]=1, predict the reactants needed to synthesize it. (6) Given the product [ClH:1].[F:30][C:26]1[CH:25]=[C:24]([F:31])[C:23]([NH:22][C:2]2[C:3]3[C:10]4[CH2:11][CH2:12][NH:13][CH2:14][C:9]=4[S:8][C:4]=3[N:5]=[CH:6][N:7]=2)=[CH:28][C:27]=1[OH:29], predict the reactants needed to synthesize it. The reactants are: [Cl:1][C:2]1[C:3]2[C:10]3[CH2:11][CH2:12][N:13](C(OC(C)(C)C)=O)[CH2:14][C:9]=3[S:8][C:4]=2[N:5]=[CH:6][N:7]=1.[NH2:22][C:23]1[C:24]([F:31])=[CH:25][C:26]([F:30])=[C:27]([OH:29])[CH:28]=1. (7) Given the product [CH3:35][O:36][C:37](=[O:52])[CH:38]([NH:51][S:65]([C:61]1[CH:60]=[CH:59][C:58]2[C:63](=[CH:64][C:55]([O:54][CH3:53])=[CH:56][CH:57]=2)[CH:62]=1)(=[O:67])=[O:66])[CH2:39][C:40]1[CH:49]=[C:48]2[C:43]([CH:44]=[CH:45][N:46]=[C:47]2[NH2:50])=[CH:42][CH:41]=1, predict the reactants needed to synthesize it. The reactants are: Cl.COC(=O)C(NS(C1C=CC2C(=CC=CC=2)C=1)(=O)=O)CC1C=C2C(=CC=1)C(N)=NC=C2.Cl.Cl.[CH3:35][O:36][C:37](=[O:52])[CH:38]([NH2:51])[CH2:39][C:40]1[CH:49]=[C:48]2[C:43]([CH:44]=[CH:45][N:46]=[C:47]2[NH2:50])=[CH:42][CH:41]=1.[CH3:53][O:54][C:55]1[CH:64]=[C:63]2[C:58]([CH:59]=[CH:60][C:61]([S:65](Cl)(=[O:67])=[O:66])=[CH:62]2)=[CH:57][CH:56]=1.